Dataset: TCR-epitope binding with 47,182 pairs between 192 epitopes and 23,139 TCRs. Task: Binary Classification. Given a T-cell receptor sequence (or CDR3 region) and an epitope sequence, predict whether binding occurs between them. The epitope is TAFTIPSI. The TCR CDR3 sequence is CASSRETGSGANVLTF. Result: 0 (the TCR does not bind to the epitope).